This data is from Reaction yield outcomes from USPTO patents with 853,638 reactions. The task is: Predict the reaction yield, written as a fraction of the theoretical maximum amount of product (1.0 means a 100% yield; for example, 0.34 means a 34% yield). The reactants are CN(C=O)C.[CH3:6][O:7][C:8]1[CH:13]=[CH:12][CH:11]=[CH:10][C:9]=1[C:14]1([CH3:22])[N:18]([CH3:19])[C:17](=[O:20])[NH:16][C:15]1=[O:21].[H-].[Na+].Br[CH2:26][C:27]([C:29]1[CH:34]=[CH:33][CH:32]=[C:31]([OH:35])[CH:30]=1)=[O:28]. The catalyst is O. The product is [OH:35][C:31]1[CH:30]=[C:29]([C:27](=[O:28])[CH2:26][N:16]2[C:15](=[O:21])[C:14]([C:9]3[CH:10]=[CH:11][CH:12]=[CH:13][C:8]=3[O:7][CH3:6])([CH3:22])[N:18]([CH3:19])[C:17]2=[O:20])[CH:34]=[CH:33][CH:32]=1. The yield is 0.220.